From a dataset of Cav3 T-type calcium channel HTS with 100,875 compounds. Binary Classification. Given a drug SMILES string, predict its activity (active/inactive) in a high-throughput screening assay against a specified biological target. (1) The compound is S(=O)(=O)(N(CC(=O)NC1CCCCCC1)c1ccc(OCC)cc1)c1c(onc1C)C. The result is 0 (inactive). (2) The molecule is O1C(C(O)(N(C1=O)c1cccnc1)C)(C)C. The result is 0 (inactive). (3) The drug is O=C1C(=C(\N2CCN(CC2)CCN\C=C2\C(=O)N(C(=O)N(C2=O)C)C)C)/C(=O)c2c1cccc2. The result is 0 (inactive). (4) The compound is O1C2C3(c4c1c(O)ccc4CN(CC3=CC(O)C2)C)C. The result is 0 (inactive).